Dataset: Full USPTO retrosynthesis dataset with 1.9M reactions from patents (1976-2016). Task: Predict the reactants needed to synthesize the given product. Given the product [C:10]([N:13]1[C:20]2[CH:21]=[CH:22][CH:23]=[CH:24][C:19]=2[CH:18]=[CH:17][C:16]2[N:25]=[C:26]([C:30]3[CH:31]=[CH:1][CH:33]=[CH:34][CH:35]=3)[CH:27]=[CH:28][C:15]=2[CH2:14]1)(=[O:12])[CH3:11], predict the reactants needed to synthesize it. The reactants are: [C:1]1(B(O)O)C=CC=CC=1.[C:10]([N:13]1[C:20]2[CH:21]=[CH:22][CH:23]=[CH:24][C:19]=2[CH:18]=[CH:17][C:16]2[N:25]=[C:26]([C:30]3[CH:31]=N[C:33](OC)=[CH:34][CH:35]=3)[C:27](F)=[CH:28][C:15]=2[CH2:14]1)(=[O:12])[CH3:11].